Dataset: Reaction yield outcomes from USPTO patents with 853,638 reactions. Task: Predict the reaction yield, written as a fraction of the theoretical maximum amount of product (1.0 means a 100% yield; for example, 0.34 means a 34% yield). (1) The reactants are [OH:1][CH2:2][CH2:3][N:4]([CH:22]([CH3:24])[CH3:23])[C:5]([C:7]1[S:8][C:9]2[CH2:10][CH2:11][O:12][C:13]3[CH:20]=[CH:19][C:18](Br)=[CH:17][C:14]=3[C:15]=2[N:16]=1)=[O:6].[CH3:25][C:26]1[C:31](B2OC(C)(C)C(C)(C)O2)=[CH:30][N:29]=[C:28]([NH2:41])[N:27]=1. No catalyst specified. The product is [OH:1][CH2:2][CH2:3][N:4]([CH:22]([CH3:24])[CH3:23])[C:5]([C:7]1[S:8][C:9]2[CH2:10][CH2:11][O:12][C:13]3[CH:20]=[CH:19][C:18]([C:31]4[C:26]([CH3:25])=[N:27][C:28]([NH2:41])=[N:29][CH:30]=4)=[CH:17][C:14]=3[C:15]=2[N:16]=1)=[O:6]. The yield is 0.0100. (2) The reactants are [CH2:1]1[O:11][C:4]2([CH2:9][CH2:8][C:7](=[O:10])[CH2:6][CH2:5]2)[O:3][CH2:2]1.[N+:12]([CH3:15])([O-:14])=[O:13].[O-]CC.[Na+]. The catalyst is C(O)C. The product is [N+:12]([CH2:15][C:7]1([OH:10])[CH2:6][CH2:5][C:4]2([O:3][CH2:2][CH2:1][O:11]2)[CH2:9][CH2:8]1)([O-:14])=[O:13]. The yield is 0.400.